Dataset: NCI-60 drug combinations with 297,098 pairs across 59 cell lines. Task: Regression. Given two drug SMILES strings and cell line genomic features, predict the synergy score measuring deviation from expected non-interaction effect. Drug 1: C1=CN(C(=O)N=C1N)C2C(C(C(O2)CO)O)O.Cl. Drug 2: CC1C(C(CC(O1)OC2CC(OC(C2O)C)OC3=CC4=CC5=C(C(=O)C(C(C5)C(C(=O)C(C(C)O)O)OC)OC6CC(C(C(O6)C)O)OC7CC(C(C(O7)C)O)OC8CC(C(C(O8)C)O)(C)O)C(=C4C(=C3C)O)O)O)O. Cell line: HS 578T. Synergy scores: CSS=37.2, Synergy_ZIP=0.786, Synergy_Bliss=-0.467, Synergy_Loewe=-0.620, Synergy_HSA=0.946.